Dataset: Peptide-MHC class II binding affinity with 134,281 pairs from IEDB. Task: Regression. Given a peptide amino acid sequence and an MHC pseudo amino acid sequence, predict their binding affinity value. This is MHC class II binding data. (1) The peptide sequence is DSYKFIPTLVAAVKQ. The MHC is DRB1_0901 with pseudo-sequence DRB1_0901. The binding affinity (normalized) is 0.833. (2) The peptide sequence is ITKETPDRLTDQIKC. The MHC is DRB1_0101 with pseudo-sequence DRB1_0101. The binding affinity (normalized) is 0.180. (3) The peptide sequence is RNVFDEVIPTAFKIG. The MHC is DRB1_0901 with pseudo-sequence DRB1_0901. The binding affinity (normalized) is 0.274. (4) The peptide sequence is EKKYFAFTQFEPLAA. The MHC is HLA-DQA10301-DQB10302 with pseudo-sequence HLA-DQA10301-DQB10302. The binding affinity (normalized) is 0.384. (5) The peptide sequence is YDKFLANVSTFLTGK. The MHC is DRB1_1101 with pseudo-sequence DRB1_1101. The binding affinity (normalized) is 0.470. (6) The peptide sequence is KMIGGIGGFIKVRQYDQIHI. The MHC is DRB1_0802 with pseudo-sequence DRB1_0802. The binding affinity (normalized) is 0.220. (7) The peptide sequence is TLVPIVDGRSNYNNR. The MHC is DRB1_0101 with pseudo-sequence DRB1_0101. The binding affinity (normalized) is 0.215. (8) The peptide sequence is NLDVYDWSIPDDLLA. The MHC is DRB1_0405 with pseudo-sequence DRB1_0405. The binding affinity (normalized) is 0.420.